This data is from Full USPTO retrosynthesis dataset with 1.9M reactions from patents (1976-2016). The task is: Predict the reactants needed to synthesize the given product. (1) Given the product [CH:14]1([C:12]2[NH:11][N:10]=[C:9]([NH:8][C:6]3[C:5]([C:17]#[C:18][Si:19]([CH3:22])([CH3:21])[CH3:20])=[CH:4][N:3]=[C:2]([N:23]4[CH2:28][CH2:27][CH2:26][CH2:25][CH2:24]4)[N:7]=3)[CH:13]=2)[CH2:16][CH2:15]1, predict the reactants needed to synthesize it. The reactants are: Cl[C:2]1[N:7]=[C:6]([NH:8][C:9]2[CH:13]=[C:12]([CH:14]3[CH2:16][CH2:15]3)[NH:11][N:10]=2)[C:5]([C:17]#[C:18][Si:19]([CH3:22])([CH3:21])[CH3:20])=[CH:4][N:3]=1.[NH:23]1[CH2:28][CH2:27][CH2:26][CH2:25][CH2:24]1. (2) Given the product [F:1][C:2]1[CH:11]=[C:10]([NH:12][S:13]([C:16]2[O:17][CH:18]=[CH:19][CH:20]=2)(=[O:15])=[O:14])[C:9]([F:21])=[CH:8][C:3]=1[C:4]([OH:6])=[O:5], predict the reactants needed to synthesize it. The reactants are: [F:1][C:2]1[CH:11]=[C:10]([NH:12][S:13]([C:16]2[O:17][CH:18]=[CH:19][CH:20]=2)(=[O:15])=[O:14])[C:9]([F:21])=[CH:8][C:3]=1[C:4]([O:6]C)=[O:5].[OH-].[Na+].Cl. (3) The reactants are: C(Cl)CCl.C(N(C(C)C)CC)(C)C.C(N)C1C=CC=CC=1.[CH3:22][C:23]1[CH:39]=[CH:38][C:26]([C:27]([N:29]2[CH2:34][CH2:33][CH2:32][CH2:31][CH:30]2[C:35](O)=O)=[O:28])=[CH:25][CH:24]=1.[CH2:40]([NH:47][C:48]([C:50]1[CH:55]=[CH:54][C:53]([Cl:56])=[CH:52][C:51]=1[NH-:57])=[O:49])[C:41]1[CH:46]=[CH:45][CH:44]=[CH:43][CH:42]=1. Given the product [CH2:40]([N:47]1[C:48](=[O:49])[C:50]2[C:51](=[CH:52][C:53]([Cl:56])=[CH:54][CH:55]=2)[N:57]=[C:35]1[CH:30]1[CH2:31][CH2:32][CH2:33][CH2:34][N:29]1[C:27](=[O:28])[C:26]1[CH:38]=[CH:39][C:23]([CH3:22])=[CH:24][CH:25]=1)[C:41]1[CH:42]=[CH:43][CH:44]=[CH:45][CH:46]=1, predict the reactants needed to synthesize it. (4) Given the product [N:28]1([C:2]2[CH:9]=[C:8]([CH:10]([CH3:12])[CH3:11])[CH:7]=[CH:6][C:3]=2[CH2:4][N:19]2[CH2:20][CH:16]3[CH2:15][N:14]([C:21]([O:23][N:38]4[C:39](=[O:40])[CH2:34][CH2:35][C:36]4=[O:37])=[O:22])[CH2:13][CH:17]3[CH2:18]2)[CH2:33][CH2:32][O:31][CH2:30][CH2:29]1, predict the reactants needed to synthesize it. The reactants are: Br[C:2]1[CH:9]=[C:8]([CH:10]([CH3:12])[CH3:11])[CH:7]=[CH:6][C:3]=1[CH:4]=O.[CH2:13]1[CH:17]2[CH2:18][NH:19][CH2:20][CH:16]2[CH2:15][N:14]1[C:21]([O:23]C(C)(C)C)=[O:22].[NH:28]1[CH2:33][CH2:32][O:31][CH2:30][CH2:29]1.[CH2:34]1[C:39](=[O:40])[N:38](OC(O[N:38]2[C:39](=[O:40])[CH2:34][CH2:35][C:36]2=[O:37])=O)[C:36](=[O:37])[CH2:35]1.